Dataset: CYP2C19 inhibition data for predicting drug metabolism from PubChem BioAssay. Task: Regression/Classification. Given a drug SMILES string, predict its absorption, distribution, metabolism, or excretion properties. Task type varies by dataset: regression for continuous measurements (e.g., permeability, clearance, half-life) or binary classification for categorical outcomes (e.g., BBB penetration, CYP inhibition). Dataset: cyp2c19_veith. (1) The compound is CCn1c(SCC(=O)N2CCCCC2)nc(O)cc1=O. The result is 0 (non-inhibitor). (2) The molecule is CCn1c(SCC(=O)N2CCOCC2)nc2oc3c(Cl)cc(Cl)cc3c(=O)c2c1=O. The result is 1 (inhibitor). (3) The molecule is CN=C(NC#N)NCCSCc1csc(N=C(N)N)n1. The result is 0 (non-inhibitor). (4) The drug is COc1ccccc1CNc1cc(-c2ccccc2Cl)ncn1. The result is 1 (inhibitor). (5) The drug is CCOC(=O)Oc1c(OC)cc(C(=O)O[C@H]2C[C@H]3CN4CCc5c([nH]c6cc(OC)ccc56)[C@@H]4C[C@H]3[C@@H](C(=O)OC)[C@@H]2OC)cc1OC. The result is 0 (non-inhibitor). (6) The drug is COc1cc2c(CCNC(C)=O)c[nH]c2cc1Cl. The result is 1 (inhibitor). (7) The compound is Nc1ccc(CCNc2ncnc3c2ncn3[C@@H]2O[C@@H](CO)[C@H](O)[C@@H]2O)cc1. The result is 0 (non-inhibitor).